Dataset: Catalyst prediction with 721,799 reactions and 888 catalyst types from USPTO. Task: Predict which catalyst facilitates the given reaction. Reactant: O([C:8]1[C:21]2[C:12](=[N:13][C:14]3[C:19]([CH:20]=2)=[CH:18][CH:17]=[CH:16][CH:15]=3)[CH:11]=[CH:10][CH:9]=1)C1C=CC=CC=1.[NH2:22][CH2:23][CH2:24][NH:25][CH2:26][C:27]([OH:29])=[O:28]. Product: [NH2:22][CH2:23][CH2:24][NH:25][CH2:26][C:27]([OH:29])=[O:28].[CH:18]1[C:19]2[C:14](=[N:13][C:12]3[C:21]([C:20]=2[NH:22][CH2:23][CH2:24][NH:25][CH2:26][C:27]([OH:29])=[O:28])=[CH:8][CH:9]=[CH:10][CH:11]=3)[CH:15]=[CH:16][CH:17]=1. The catalyst class is: 5.